Dataset: Reaction yield outcomes from USPTO patents with 853,638 reactions. Task: Predict the reaction yield, written as a fraction of the theoretical maximum amount of product (1.0 means a 100% yield; for example, 0.34 means a 34% yield). The reactants are Cl[C:2]1[CH:7]=[CH:6][CH:5]=[CH:4][C:3]=1[N+:8]([O-:10])=[O:9].[NH2:11][CH:12]1[CH2:17][CH2:16][N:15]([C:18]([O:20][C:21]([CH3:24])([CH3:23])[CH3:22])=[O:19])[CH2:14][CH2:13]1.C([O-])([O-])=O.[K+].[K+]. The catalyst is CN(C=O)C. The product is [N+:8]([C:3]1[CH:4]=[CH:5][CH:6]=[CH:7][C:2]=1[NH:11][CH:12]1[CH2:13][CH2:14][N:15]([C:18]([O:20][C:21]([CH3:24])([CH3:23])[CH3:22])=[O:19])[CH2:16][CH2:17]1)([O-:10])=[O:9]. The yield is 0.320.